This data is from Full USPTO retrosynthesis dataset with 1.9M reactions from patents (1976-2016). The task is: Predict the reactants needed to synthesize the given product. (1) The reactants are: [Cl:1][C:2]1[CH:7]=[CH:6][CH:5]=[CH:4][C:3]=1[S:8]([C@H:11]1[CH2:15][NH:14][C@H:13]([C:16]([NH:18][C:19]2([C:22]#[N:23])[CH2:21][CH2:20]2)=[O:17])[CH2:12]1)(=[O:10])=[O:9].[CH3:24][S:25]([N:28]1[CH2:33][CH2:32][CH:31]([N:34]2[CH2:37][CH2:36][CH:35]2[C:38]([O-])=[O:39])[CH2:30][CH2:29]1)(=[O:27])=[O:26].[Li+]. Given the product [Cl:1][C:2]1[CH:7]=[CH:6][CH:5]=[CH:4][C:3]=1[S:8]([C@H:11]1[CH2:15][N:14]([C:38]([CH:35]2[CH2:36][CH2:37][N:34]2[CH:31]2[CH2:32][CH2:33][N:28]([S:25]([CH3:24])(=[O:27])=[O:26])[CH2:29][CH2:30]2)=[O:39])[C@H:13]([C:16]([NH:18][C:19]2([C:22]#[N:23])[CH2:21][CH2:20]2)=[O:17])[CH2:12]1)(=[O:10])=[O:9], predict the reactants needed to synthesize it. (2) Given the product [Cl:13][CH:14]([Cl:18])[C:15]([N:3]([O:4][CH3:5])[CH3:2])=[O:16], predict the reactants needed to synthesize it. The reactants are: Cl.[CH3:2][NH:3][O:4][CH3:5].C([O-])([O-])=O.[K+].[K+].O.[Cl:13][CH:14]([Cl:18])[C:15](Cl)=[O:16]. (3) Given the product [BrH:32].[CH:1]1([NH:4][C:5]([C:7]2[CH:8]=[CH:9][C:10]([CH3:31])=[C:11]([NH:13][C:14](=[O:30])[C:15]3[CH:20]=[CH:19][C:18]([O:21][CH2:22][C:23]4[CH:28]=[CH:27][CH:26]=[CH:25][N:24]=4)=[C:17]([F:29])[CH:16]=3)[CH:12]=2)=[O:6])[CH2:2][CH2:3]1, predict the reactants needed to synthesize it. The reactants are: [CH:1]1([NH:4][C:5]([C:7]2[CH:8]=[CH:9][C:10]([CH3:31])=[C:11]([NH:13][C:14](=[O:30])[C:15]3[CH:20]=[CH:19][C:18]([O:21][CH2:22][C:23]4[CH:28]=[CH:27][CH:26]=[CH:25][N:24]=4)=[C:17]([F:29])[CH:16]=3)[CH:12]=2)=[O:6])[CH2:3][CH2:2]1.[BrH:32]. (4) Given the product [CH2:1]=[CH:2][C:3](=[CH2:6])[CH3:4].[CH2:1]=[CH:2][CH:3]=[CH2:4], predict the reactants needed to synthesize it. The reactants are: [CH2:1]=[CH:2][CH:3]=[CH2:4].[H-].[CH2:6]([Al+]CC(C)C)C(C)C.[Nd].C(Br)C=C. (5) Given the product [F:56][C:55]([F:57])([F:58])[C:52]1[CH:51]=[CH:50][C:49]([C:38]2[CH:39]=[C:40]([CH2:43][C:44]([O:46][CH2:47][CH3:48])=[O:45])[CH:41]=[CH:42][C:37]=2[C:2]2[CH:8]=[CH:7][C:6]([C:9]([F:12])([F:11])[F:10])=[CH:5][C:3]=2[NH2:4])=[CH:54][CH:53]=1, predict the reactants needed to synthesize it. The reactants are: Br[C:2]1[CH:8]=[CH:7][C:6]([C:9]([F:12])([F:11])[F:10])=[CH:5][C:3]=1[NH2:4].B1(B2OC(C)(C)C(C)(C)O2)OC(C)(C)C(C)(C)O1.C([O-])(=O)C.[K+].I[C:37]1[CH:42]=[CH:41][C:40]([CH2:43][C:44]([O:46][CH2:47][CH3:48])=[O:45])=[CH:39][C:38]=1[C:49]1[CH:54]=[CH:53][C:52]([C:55]([F:58])([F:57])[F:56])=[CH:51][CH:50]=1.C(=O)([O-])[O-].[Na+].[Na+]. (6) Given the product [CH3:1][O:2][C:3]1[CH:4]=[C:5]([CH:33]([NH:35][C:18]2[C:17]3[N:21]=[CH:22][N:23]([C:16]=3[N:15]=[CH:14][N:19]=2)[C@@H:24]2[O:28][C@H:27]([CH2:29][OH:30])[C@@H:26]([OH:31])[C@H:25]2[OH:32])[CH3:34])[CH:6]=[CH:7][C:8]=1[O:9][CH3:10], predict the reactants needed to synthesize it. The reactants are: [CH3:1][O:2][C:3]1[CH:4]=[C:5](NCC)[CH:6]=[CH:7][C:8]=1[O:9][CH3:10].[CH:14]1[N:19]=[C:18](Cl)[C:17]2[N:21]=[CH:22][N:23]([C@@H:24]3[O:28][C@H:27]([CH2:29][OH:30])[C@@H:26]([OH:31])[C@H:25]3[OH:32])[C:16]=2[N:15]=1.[CH2:33]([N:35](CC)CC)[CH3:34]. (7) Given the product [OH:2][C:3]1[C:4]([C:44]2[CH:49]=[CH:48][C:47]([OH:50])=[CH:46][CH:45]=2)=[CH:5][C:6]([C:17]([C:20]2[CH:21]=[C:22]([C:36]3[CH:37]=[CH:38][C:39]([OH:42])=[CH:40][CH:41]=3)[C:23]([OH:34])=[C:24]([C:26]3[CH:31]=[CH:30][C:29]([OH:32])=[CH:28][CH:27]=3)[CH:25]=2)([CH3:19])[CH3:18])=[CH:7][C:8]=1[C:9]1[CH:10]=[CH:11][C:12]([OH:15])=[CH:13][CH:14]=1, predict the reactants needed to synthesize it. The reactants are: C[O:2][C:3]1[C:8]([C:9]2[CH:14]=[CH:13][C:12]([O:15]C)=[CH:11][CH:10]=2)=[CH:7][C:6]([C:17]([C:20]2[CH:25]=[C:24]([C:26]3[CH:31]=[CH:30][C:29]([O:32]C)=[CH:28][CH:27]=3)[C:23]([O:34]C)=[C:22]([C:36]3[CH:41]=[CH:40][C:39]([O:42]C)=[CH:38][CH:37]=3)[CH:21]=2)([CH3:19])[CH3:18])=[CH:5][C:4]=1[C:44]1[CH:49]=[CH:48][C:47]([O:50]C)=[CH:46][CH:45]=1.B(Br)(Br)Br.[OH-].[Na+]. (8) Given the product [Br:39][C:40]1[C:41]([C:7]2[C:2]([CH3:1])=[N:3][CH:4]=[CH:5][CH:6]=2)=[CH:42][C:43]([Cl:46])=[N:44][CH:45]=1, predict the reactants needed to synthesize it. The reactants are: [CH3:1][C:2]1[C:7](OS(C(F)(F)F)(=O)=O)=[CH:6][CH:5]=[CH:4][N:3]=1.B1(B2OC(C)(C)C(C)(C)O2)OC(C)(C)C(C)(C)O1.C([O-])(=O)C.[K+].[Br:39][C:40]1[C:41](I)=[CH:42][C:43]([Cl:46])=[N:44][CH:45]=1.C(=O)([O-])[O-].[Na+].[Na+]. (9) Given the product [C:9]1([CH2:15][CH2:16][CH2:17][CH:18]=[O:19])[CH:14]=[CH:13][CH:12]=[CH:11][CH:10]=1, predict the reactants needed to synthesize it. The reactants are: C[N+]1([O-])CCOCC1.[C:9]1([CH2:15][CH2:16][CH2:17][CH2:18][OH:19])[CH:14]=[CH:13][CH:12]=[CH:11][CH:10]=1. (10) Given the product [CH3:21][N:16]1[C:12]2[CH:11]=[CH:10][C:9]([N+:6]([O-:8])=[O:7])=[CH:19][C:13]=2[CH2:14][S:15]1(=[O:18])=[O:17], predict the reactants needed to synthesize it. The reactants are: C([O-])(O)=O.[Na+].[N+:6]([C:9]1[CH:10]=[CH:11][C:12]2[NH:16][S:15](=[O:18])(=[O:17])[CH2:14][C:13]=2[CH:19]=1)([O-:8])=[O:7].I[CH3:21].